From a dataset of Full USPTO retrosynthesis dataset with 1.9M reactions from patents (1976-2016). Predict the reactants needed to synthesize the given product. (1) Given the product [F:1][C:2]1[CH:3]=[C:4]([C@@H:9]2[CH2:14][S:13](=[O:15])[CH2:12][C:11](=[O:16])[N:10]2[CH2:17][C:18]([OH:20])=[O:19])[CH:5]=[C:6]([F:8])[CH:7]=1, predict the reactants needed to synthesize it. The reactants are: [F:1][C:2]1[CH:3]=[C:4]([C@@H:9]2[CH2:14][S:13](=[O:15])[CH2:12][C:11](=[O:16])[N:10]2[CH2:17][C:18]([O:20]CC2C=CC=CC=2)=[O:19])[CH:5]=[C:6]([F:8])[CH:7]=1. (2) Given the product [C:1]([O:5][CH2:6][C:7]1[CH:12]=[C:11]([C:21]([O:23][CH2:24][CH3:25])=[CH2:22])[N:10]=[N:9][C:8]=1[O:14][CH3:15])([CH3:4])([CH3:3])[CH3:2], predict the reactants needed to synthesize it. The reactants are: [C:1]([O:5][CH2:6][C:7]1[CH:12]=[C:11](Cl)[N:10]=[N:9][C:8]=1[O:14][CH3:15])([CH3:4])([CH3:3])[CH3:2].C([Sn](CCCC)(CCCC)[C:21]([O:23][CH2:24][CH3:25])=[CH2:22])CCC. (3) Given the product [C:56]([CH:29]([NH:28][C:26](=[O:27])[NH:25][CH:10]([CH2:11][CH2:12][C:13]([OH:15])=[O:14])[C:9]([OH:8])=[O:68])[CH2:30][CH2:31][CH2:32][CH2:33][NH:34][C:35]([C:37]1[CH:38]=[N:39][CH:40]=[C:41]([I:75])[CH:42]=1)=[O:36])([OH:58])=[O:57], predict the reactants needed to synthesize it. The reactants are: COC1C=CC(C[O:8][C:9](=[O:68])[CH:10]([NH:25][C:26]([NH:28][CH:29]([C:56]([O:58]CC2C=CC(OC)=CC=2)=[O:57])[CH2:30][CH2:31][CH2:32][CH2:33][NH:34][C:35]([C:37]2[CH:38]=[N:39][CH:40]=[C:41]([Sn](CCCC)(CCCC)CCCC)[CH:42]=2)=[O:36])=[O:27])[CH2:11][CH2:12][C:13]([O:15]CC2C=CC(OC)=CC=2)=[O:14])=CC=1.C(O)(=O)C.[I-:75].[Na+].ClN1C(=O)CCC1=O. (4) The reactants are: CS(C)=O.C(Cl)(=O)C(Cl)=O.[C:11]([N:18]1[CH2:23][CH2:22][CH:21]([CH2:24][OH:25])[CH2:20][CH2:19]1)([O:13][C:14]([CH3:17])([CH3:16])[CH3:15])=[O:12].C(N(CC)CC)C. Given the product [C:11]([N:18]1[CH2:23][CH2:22][CH:21]([CH:24]=[O:25])[CH2:20][CH2:19]1)([O:13][C:14]([CH3:17])([CH3:16])[CH3:15])=[O:12], predict the reactants needed to synthesize it. (5) Given the product [NH2:28][C:23]1[CH:24]=[CH:25][CH:26]=[CH:27][C:22]=1[C:21]([NH:20][C:12]1[CH:13]=[C:14]([C:16]([F:17])([F:18])[F:19])[CH:15]=[C:10]([CH2:9][N:6]2[CH2:5][CH2:4][N:3]([CH2:1][CH3:2])[CH2:8][CH2:7]2)[CH:11]=1)=[O:31], predict the reactants needed to synthesize it. The reactants are: [CH2:1]([N:3]1[CH2:8][CH2:7][N:6]([CH2:9][C:10]2[CH:11]=[C:12]([NH:20][C:21](=[O:31])[C:22]3[CH:27]=[CH:26][CH:25]=[CH:24][C:23]=3[N+:28]([O-])=O)[CH:13]=[C:14]([C:16]([F:19])([F:18])[F:17])[CH:15]=2)[CH2:5][CH2:4]1)[CH3:2]. (6) The reactants are: [NH2:1][C@@H:2]1[CH2:7][CH2:6][N:5]([C:8]2[C:9]([Cl:32])=[C:10]([NH:16][C:17]3[N:22]=[C:21]([NH:23][CH:24]4[CH2:26][CH2:25]4)[C:20]4=[N:27][CH:28]=[C:29]([C:30]#[N:31])[N:19]4[N:18]=3)[CH:11]=[C:12]([C:14]#[N:15])[CH:13]=2)[CH2:4][C@H:3]1[O:33][Si:34]([C:37]([CH3:40])([CH3:39])[CH3:38])([CH3:36])[CH3:35].C(OC)(OC)OC.CC(O)=O.[O:52]1[CH2:55][C:54](=O)[CH2:53]1. Given the product [Si:34]([O:33][C@H:3]1[C@H:2]([NH:1][CH:54]2[CH2:55][O:52][CH2:53]2)[CH2:7][CH2:6][N:5]([C:8]2[C:9]([Cl:32])=[C:10]([NH:16][C:17]3[N:22]=[C:21]([NH:23][CH:24]4[CH2:25][CH2:26]4)[C:20]4=[N:27][CH:28]=[C:29]([C:30]#[N:31])[N:19]4[N:18]=3)[CH:11]=[C:12]([C:14]#[N:15])[CH:13]=2)[CH2:4]1)([C:37]([CH3:40])([CH3:39])[CH3:38])([CH3:35])[CH3:36], predict the reactants needed to synthesize it.